Dataset: CYP1A2 inhibition data for predicting drug metabolism from PubChem BioAssay. Task: Regression/Classification. Given a drug SMILES string, predict its absorption, distribution, metabolism, or excretion properties. Task type varies by dataset: regression for continuous measurements (e.g., permeability, clearance, half-life) or binary classification for categorical outcomes (e.g., BBB penetration, CYP inhibition). Dataset: cyp1a2_veith. (1) The molecule is Cc1ccc(O)cc1.Cc1cccc(O)c1.Cc1ccccc1O. The result is 1 (inhibitor). (2) The drug is C=CC[n+]1c(-c2ccc(C)cc2)csc1NNC(=O)Nc1ccccc1.[Br-]. The result is 1 (inhibitor). (3) The compound is O=C(CSc1nc2ccccc2c(=O)n1CCCC(=O)N1CCCC1)NCc1ccco1. The result is 0 (non-inhibitor). (4) The molecule is O=C(O)[C@@H]1[C@H]2C(=O)C=C[C@H]([C@@H]1C(=O)O)N2Cc1ccccc1. The result is 0 (non-inhibitor). (5) The result is 1 (inhibitor). The drug is COc1ccc2cc3cc(C(=O)NCc4ccc5c(c4)OCO5)oc3nc2c1. (6) The drug is Cc1cnc(CNc2ncnc3ccc(-c4c(C)noc4C)cc23)cn1. The result is 1 (inhibitor).